Task: Predict the reactants needed to synthesize the given product.. Dataset: Full USPTO retrosynthesis dataset with 1.9M reactions from patents (1976-2016) (1) Given the product [C:1]([O:5][C:6]([N:8]1[CH2:13][CH2:12][C:11]([NH2:26])([C:14](=[O:25])[NH:15][C:16]2([C:19]3[CH:24]=[CH:23][CH:22]=[CH:21][N:20]=3)[CH2:18][CH2:17]2)[CH2:10][CH2:9]1)=[O:7])([CH3:4])([CH3:2])[CH3:3], predict the reactants needed to synthesize it. The reactants are: [C:1]([O:5][C:6]([N:8]1[CH2:13][CH2:12][C:11]([NH:26]C(OCC2C3C=CC=CC=3C3C2=CC=CC=3)=O)([C:14](=[O:25])[NH:15][C:16]2([C:19]3[CH:24]=[CH:23][CH:22]=[CH:21][N:20]=3)[CH2:18][CH2:17]2)[CH2:10][CH2:9]1)=[O:7])([CH3:4])([CH3:3])[CH3:2].N1CCCCC1. (2) Given the product [CH:28]1([C:6]2[CH:5]=[C:4]([N:12]3[CH2:16][CH:15]=[C:14]([O:17][C:18]4[CH:19]=[CH:20][C:21]([CH:24]5[CH2:25][CH2:26]5)=[CH:22][CH:23]=4)[C:13]3=[O:27])[CH:3]=[CH:2][C:7]=2[O:8][CH2:9][CH2:10][OH:11])[CH2:30][CH2:29]1, predict the reactants needed to synthesize it. The reactants are: Br[C:2]1[CH:3]=[C:4]([N:12]2[CH2:16][CH:15]=[C:14]([O:17][C:18]3[CH:23]=[CH:22][C:21]([CH:24]4[CH2:26][CH2:25]4)=[CH:20][CH:19]=3)[C:13]2=[O:27])[CH:5]=[CH:6][C:7]=1[O:8][CH2:9][CH2:10][OH:11].[CH:28]1(B(O)O)[CH2:30][CH2:29]1.P([O-])([O-])([O-])=O.[K+].[K+].[K+].C1(P(C2CCCCC2)C2CCCCC2)CCCCC1. (3) The reactants are: [F:1][C:2]([F:18])([F:17])[C:3]1[CH:4]=[C:5]([CH2:13][CH2:14][CH2:15]O)[CH:6]=[C:7]([C:9]([F:12])([F:11])[F:10])[CH:8]=1.C(Br)(Br)(Br)[Br:20].C1(P(C2C=CC=CC=2)C2C=CC=CC=2)C=CC=CC=1. Given the product [F:1][C:2]([F:18])([F:17])[C:3]1[CH:4]=[C:5]([CH2:13][CH2:14][CH2:15][Br:20])[CH:6]=[C:7]([C:9]([F:12])([F:11])[F:10])[CH:8]=1, predict the reactants needed to synthesize it. (4) Given the product [Cl:17][C:14]1[CH:13]=[CH:12][C:11]([C:5]2[C:6]([N:8]([CH3:9])[CH3:10])=[N:7][C:2]([NH:26][NH2:27])=[N:3][C:4]=2[C:18]2[CH:23]=[CH:22][C:21]([Cl:24])=[CH:20][CH:19]=2)=[CH:16][CH:15]=1, predict the reactants needed to synthesize it. The reactants are: Cl[C:2]1[N:7]=[C:6]([N:8]([CH3:10])[CH3:9])[C:5]([C:11]2[CH:16]=[CH:15][C:14]([Cl:17])=[CH:13][CH:12]=2)=[C:4]([C:18]2[CH:23]=[CH:22][C:21]([Cl:24])=[CH:20][CH:19]=2)[N:3]=1.O.[NH2:26][NH2:27]. (5) Given the product [O:12]=[CH:13][C@@H:2]([C@H:3]([C@@H:5]([C@@H:7]([CH2:9][OH:10])[OH:8])[OH:6])[OH:4])[OH:11], predict the reactants needed to synthesize it. The reactants are: O=[C:2]([OH:11])[C@@H:3]([C@H:5]([C@@H:7]([CH2:9][OH:10])[OH:8])[OH:6])[OH:4].[O:12]=[CH:13][C@@H]([C@H]([C@@H](CO)O)O)O. (6) Given the product [Cl:33][C:18]1[C:19]([NH:21][C:22]2[CH:27]=[CH:26][CH:25]=[CH:24][C:23]=2[S:28]([NH:31][CH3:32])(=[O:30])=[O:29])=[N:20][C:15]([NH:14][C:4]2[CH:3]=[C:2]3[C:7](=[CH:6][CH:5]=2)[CH:8]2[CH2:12][CH2:13][CH:1]3[CH2:11][N:10]([S:35]([CH3:34])(=[O:37])=[O:36])[CH2:9]2)=[N:16][CH:17]=1, predict the reactants needed to synthesize it. The reactants are: [CH:1]12[CH2:13][CH2:12][CH:8]([CH2:9][NH:10][CH2:11]1)[C:7]1[C:2]2=[CH:3][C:4]([NH:14][C:15]2[N:20]=[C:19]([NH:21][C:22]3[CH:27]=[CH:26][CH:25]=[CH:24][C:23]=3[S:28]([NH:31][CH3:32])(=[O:30])=[O:29])[C:18]([Cl:33])=[CH:17][N:16]=2)=[CH:5][CH:6]=1.[CH3:34][S:35](Cl)(=[O:37])=[O:36].